The task is: Predict the reactants needed to synthesize the given product.. This data is from Retrosynthesis with 50K atom-mapped reactions and 10 reaction types from USPTO. Given the product O=C(NCCN1CCOCC1)c1ccc(Cl)cc1, predict the reactants needed to synthesize it. The reactants are: COC(=O)c1ccc(Cl)cc1.NCCN1CCOCC1.